From a dataset of TCR-epitope binding with 47,182 pairs between 192 epitopes and 23,139 TCRs. Binary Classification. Given a T-cell receptor sequence (or CDR3 region) and an epitope sequence, predict whether binding occurs between them. (1) The epitope is AYAQKIFKI. The TCR CDR3 sequence is CASSPGTTSSETQYF. Result: 0 (the TCR does not bind to the epitope). (2) The TCR CDR3 sequence is CASSAGTNYEQYF. The epitope is LSDDAVVCFNSTY. Result: 0 (the TCR does not bind to the epitope). (3) The epitope is KRWIILGLNK. The TCR CDR3 sequence is CASSSLDTGELFF. Result: 1 (the TCR binds to the epitope). (4) The TCR CDR3 sequence is CASSLGLDTGELFF. The epitope is VLAWLYAAV. Result: 0 (the TCR does not bind to the epitope).